Dataset: Reaction yield outcomes from USPTO patents with 853,638 reactions. Task: Predict the reaction yield, written as a fraction of the theoretical maximum amount of product (1.0 means a 100% yield; for example, 0.34 means a 34% yield). (1) The reactants are C([Li])(C)(C)C.[CH3:6][CH2:7][CH2:8][CH2:9]C.[CH3:11][CH2:12][O:13][CH2:14][CH3:15]. No catalyst specified. The product is [CH2:6]([C:11]1[CH:15]=[CH:14][O:13][CH:12]=1)[CH2:7][CH2:8][CH3:9]. The yield is 1.00. (2) The reactants are [O:1]=[C:2]1[CH2:7][CH2:6][CH:5]([N:8]2[C:13](=[O:14])[C:12]([CH2:15][C:16]3[CH:21]=[CH:20][C:19]([C:22]4[CH:27]=[CH:26][CH:25]=[CH:24][C:23]=4[C:28]4[NH:32][C:31](=[O:33])[O:30][N:29]=4)=[CH:18][CH:17]=3)=[C:11]([CH2:34][CH2:35][CH3:36])[N:10]3[N:37]=[CH:38][N:39]=[C:9]23)[CH2:4][CH2:3]1.[BH4-].[Na+]. The catalyst is CO. The product is [OH:1][CH:2]1[CH2:7][CH2:6][CH:5]([N:8]2[C:13](=[O:14])[C:12]([CH2:15][C:16]3[CH:17]=[CH:18][C:19]([C:22]4[CH:27]=[CH:26][CH:25]=[CH:24][C:23]=4[C:28]4[NH:32][C:31](=[O:33])[O:30][N:29]=4)=[CH:20][CH:21]=3)=[C:11]([CH2:34][CH2:35][CH3:36])[N:10]3[N:37]=[CH:38][N:39]=[C:9]23)[CH2:4][CH2:3]1. The yield is 0.660. (3) The reactants are C([N:8]1[CH2:16][CH2:15][CH:14]2[CH:10]([CH2:11][C:12]3[CH:19]=[CH:18][S:17][C:13]=32)[CH2:9]1)C1C=CC=CC=1.C([O-])([O-])=O.[K+].[K+].CC(Cl)OC(Cl)=O. The catalyst is ClC(Cl)C. The product is [CH:19]1[C:12]2[CH2:11][CH:10]3[CH:14]([C:13]=2[S:17][CH:18]=1)[CH2:15][CH2:16][NH:8][CH2:9]3. The yield is 0.940. (4) The reactants are [NH2:1][C:2]1[C:3]2[C:10](I)=[CH:9][N:8]([C@@H:12]3[CH2:17][CH2:16][CH2:15][N:14]([C:18]([O:20][C:21]([CH3:24])([CH3:23])[CH3:22])=[O:19])[CH2:13]3)[C:4]=2[N:5]=[CH:6][N:7]=1.[O:25]([C:32]1[CH:37]=[CH:36][C:35](B(O)O)=[CH:34][CH:33]=1)[C:26]1[CH:31]=[CH:30][CH:29]=[CH:28][CH:27]=1.C([O-])([O-])=O.[Na+].[Na+]. The catalyst is O1CCOCC1.O.C1C=CC([P]([Pd]([P](C2C=CC=CC=2)(C2C=CC=CC=2)C2C=CC=CC=2)([P](C2C=CC=CC=2)(C2C=CC=CC=2)C2C=CC=CC=2)[P](C2C=CC=CC=2)(C2C=CC=CC=2)C2C=CC=CC=2)(C2C=CC=CC=2)C2C=CC=CC=2)=CC=1. The product is [NH2:1][C:2]1[C:3]2[C:10]([C:35]3[CH:36]=[CH:37][C:32]([O:25][C:26]4[CH:31]=[CH:30][CH:29]=[CH:28][CH:27]=4)=[CH:33][CH:34]=3)=[CH:9][N:8]([C@@H:12]3[CH2:17][CH2:16][CH2:15][N:14]([C:18]([O:20][C:21]([CH3:24])([CH3:23])[CH3:22])=[O:19])[CH2:13]3)[C:4]=2[N:5]=[CH:6][N:7]=1. The yield is 0.550. (5) The reactants are Br[CH2:2][C:3]([C:5]1[CH:10]=[CH:9][CH:8]=[CH:7][C:6]=1[O:11][CH3:12])=O.[CH3:13][O:14][C:15]1[CH:16]=[C:17]([NH:27][C:28]([NH2:30])=[S:29])[CH:18]=[CH:19][C:20]=1[N:21]1[CH:25]=[C:24]([CH3:26])[N:23]=[CH:22]1. No catalyst specified. The product is [CH3:13][O:14][C:15]1[CH:16]=[C:17]([NH:27][C:28]2[S:29][CH:2]=[C:3]([C:5]3[CH:10]=[CH:9][CH:8]=[CH:7][C:6]=3[O:11][CH3:12])[N:30]=2)[CH:18]=[CH:19][C:20]=1[N:21]1[CH:25]=[C:24]([CH3:26])[N:23]=[CH:22]1. The yield is 0.880. (6) The reactants are ClC1C=CC([Mg]I)=CC=1.[CH3:10][O:11][C:12](=[O:30])[CH:13]1[CH2:18][CH2:17][CH2:16][CH2:15][N:14]1CCC(C1C=CC(F)=CC=1)=O. The catalyst is C(OCC)C. The product is [CH3:10][O:11][C:12](=[O:30])[CH:13]1[CH2:18][CH2:17][CH2:16][CH2:15][NH:14]1. The yield is 0.0400. (7) The reactants are [OH:1][C:2]1([CH2:15][CH:16]=O)[CH2:14][CH2:13][C:5]2([O:10][CH2:9][C:8]([CH3:12])([CH3:11])[CH2:7][O:6]2)[CH2:4][CH2:3]1.[F:18][CH:19]([F:30])[O:20][C:21]1[CH:26]=[CH:25][C:24]([C@@H:27]([NH2:29])[CH3:28])=[CH:23][CH:22]=1. No catalyst specified. The product is [F:18][CH:19]([F:30])[O:20][C:21]1[CH:22]=[CH:23][C:24]([C@@H:27]([NH:29][CH2:16][CH2:15][C:2]2([OH:1])[CH2:14][CH2:13][C:5]3([O:6][CH2:7][C:8]([CH3:12])([CH3:11])[CH2:9][O:10]3)[CH2:4][CH2:3]2)[CH3:28])=[CH:25][CH:26]=1. The yield is 0.650.